Dataset: Full USPTO retrosynthesis dataset with 1.9M reactions from patents (1976-2016). Task: Predict the reactants needed to synthesize the given product. (1) Given the product [Br:8][C:9]1[CH:10]=[C:11](/[C:16](=[N:7]\[S@@:5]([C:2]([CH3:4])([CH3:3])[CH3:1])=[O:6])/[CH2:17][F:18])[C:12]([F:15])=[N:13][CH:14]=1, predict the reactants needed to synthesize it. The reactants are: [CH3:1][C:2]([S@:5]([NH2:7])=[O:6])([CH3:4])[CH3:3].[Br:8][C:9]1[CH:10]=[C:11]([C:16](=O)[CH2:17][F:18])[C:12]([F:15])=[N:13][CH:14]=1.O.C(=O)(O)[O-]. (2) Given the product [NH2:13][C:11]1[S:12][C:8]([C:5]2[CH:4]=[C:3]([NH:18][S:19]([C:22]3[CH:23]=[CH:24][CH:25]=[CH:26][CH:27]=3)(=[O:21])=[O:20])[C:2]([Cl:1])=[N:7][CH:6]=2)=[C:9]([CH3:17])[N:10]=1, predict the reactants needed to synthesize it. The reactants are: [Cl:1][C:2]1[N:7]=[CH:6][C:5]([C:8]2[S:12][C:11]([NH:13]C(=O)C)=[N:10][C:9]=2[CH3:17])=[CH:4][C:3]=1[NH:18][S:19]([C:22]1[CH:27]=[CH:26][CH:25]=[CH:24][CH:23]=1)(=[O:21])=[O:20].Cl. (3) Given the product [CH3:32][N:12]([CH2:11][C@H:8]1[CH2:9][CH2:10][C@H:5]([C:3]([OH:4])=[O:2])[CH2:6][CH2:7]1)[C:13]1[S:14][C:15]([C:18]2[CH:23]=[CH:22][CH:21]=[C:20]([NH:24][C:25]3[CH:30]=[C:29]([CH3:31])[CH:28]=[CH:27][N:26]=3)[N:19]=2)=[CH:16][N:17]=1, predict the reactants needed to synthesize it. The reactants are: C[O:2][C:3]([C@H:5]1[CH2:10][CH2:9][C@H:8]([CH2:11][N:12]([CH3:32])[C:13]2[S:14][C:15]([C:18]3[CH:23]=[CH:22][CH:21]=[C:20]([NH:24][C:25]4[CH:30]=[C:29]([CH3:31])[CH:28]=[CH:27][N:26]=4)[N:19]=3)=[CH:16][N:17]=2)[CH2:7][CH2:6]1)=[O:4].[OH-].[Na+].Cl.C(Cl)(Cl)Cl.C(OCC)C. (4) Given the product [CH3:1][CH:2]1[C:7]2[CH:8]=[CH:9][CH:10]=[C:11]([O:12][CH3:13])[C:6]=2[S:5](=[O:15])(=[O:14])[NH:4][NH:3]1, predict the reactants needed to synthesize it. The reactants are: [CH3:1][C:2]1[C:7]2[CH:8]=[CH:9][CH:10]=[C:11]([O:12][CH3:13])[C:6]=2[S:5](=[O:15])(=[O:14])[NH:4][N:3]=1.